This data is from Forward reaction prediction with 1.9M reactions from USPTO patents (1976-2016). The task is: Predict the product of the given reaction. (1) Given the reactants [F:1][C:2]1[C:17]([F:18])=[C:16]([CH:19]=O)[CH:15]=[CH:14][C:3]=1[O:4][C:5]1[CH:13]=[CH:12][C:8]([C:9]([NH2:11])=[O:10])=[CH:7][N:6]=1.[CH2:21]([NH2:26])[CH2:22][CH2:23][CH2:24][CH3:25].[BH4-].[Na+], predict the reaction product. The product is: [F:1][C:2]1[C:17]([F:18])=[C:16]([CH2:19][NH:26][CH2:21][CH2:22][CH2:23][CH2:24][CH3:25])[CH:15]=[CH:14][C:3]=1[O:4][C:5]1[CH:13]=[CH:12][C:8]([C:9]([NH2:11])=[O:10])=[CH:7][N:6]=1. (2) Given the reactants CC([O-])(C)C.[K+].[CH:7]1[CH:8]=[CH:9][C:10]([Cl:23])=[C:11]([CH2:13][N:14]2[CH2:22][C:18]3[CH:19]=[CH:20][S:21][C:17]=3[CH2:16][CH2:15]2)[CH:12]=1.[SiH:24]([CH2:29][CH3:30])([CH2:27][CH3:28])[CH2:25][CH3:26], predict the reaction product. The product is: [Cl:23][C:10]1[CH:9]=[CH:8][CH:7]=[CH:12][C:11]=1[CH2:13][N:14]1[CH2:15][CH2:16][C:17]2[S:21][C:20]([Si:24]([CH2:29][CH3:30])([CH2:27][CH3:28])[CH2:25][CH3:26])=[CH:19][C:18]=2[CH2:22]1. (3) Given the reactants Br[C:2]1[CH:3]=[C:4]2[C:9](=[CH:10][CH:11]=1)[CH:8]=[C:7]([CH2:12][CH2:13][OH:14])[CH:6]=[CH:5]2.[CH3:15][O:16][C:17]1[N:22]=[C:21]([O:23][CH3:24])[C:20](B(O)O)=[CH:19][N:18]=1.[O-]P([O-])([O-])=O.[K+].[K+].[K+].O.N, predict the reaction product. The product is: [CH3:15][O:16][C:17]1[N:22]=[C:21]([O:23][CH3:24])[C:20]([C:2]2[CH:3]=[C:4]3[C:9](=[CH:10][CH:11]=2)[CH:8]=[C:7]([CH2:12][CH2:13][OH:14])[CH:6]=[CH:5]3)=[CH:19][N:18]=1. (4) Given the reactants [F:1][C:2]1[CH:7]=[CH:6][C:5]([C:8]([N:10]2[CH2:15][CH2:14][N:13]3[N:16]=[C:17]([CH2:20][O:21][C:22]4[CH:27]=[CH:26][CH:25]=[CH:24][CH:23]=4)[C:18](I)=[C:12]3[CH2:11]2)=[O:9])=[CH:4][CH:3]=1.[CH3:28]B(O)O, predict the reaction product. The product is: [F:1][C:2]1[CH:7]=[CH:6][C:5]([C:8]([N:10]2[CH2:15][CH2:14][N:13]3[N:16]=[C:17]([CH2:20][O:21][C:22]4[CH:27]=[CH:26][CH:25]=[CH:24][CH:23]=4)[C:18]([CH3:28])=[C:12]3[CH2:11]2)=[O:9])=[CH:4][CH:3]=1. (5) Given the reactants [C:1]1([CH3:11])[CH:6]=[CH:5][C:4]([S:7]([OH:10])(=[O:9])=[O:8])=[CH:3][CH:2]=1.[CH:12]1([NH:15][C:16](=[O:44])[C:17]2[CH:22]=[CH:21][C:20]([CH3:23])=[C:19]([N:24]3[C:33](=[O:34])[C:32]4[C:27](=[CH:28][CH:29]=[C:30]([O:35][C@H:36]5[CH2:40][CH2:39][N:38]([CH:41]([CH3:43])[CH3:42])[CH2:37]5)[CH:31]=4)[N:26]=[CH:25]3)[CH:18]=2)[CH2:14][CH2:13]1, predict the reaction product. The product is: [C:1]1([CH3:11])[CH:2]=[CH:3][C:4]([S:7]([OH:10])(=[O:8])=[O:9])=[CH:5][CH:6]=1.[CH:12]1([NH:15][C:16](=[O:44])[C:17]2[CH:22]=[CH:21][C:20]([CH3:23])=[C:19]([N:24]3[C:33](=[O:34])[C:32]4[C:27](=[CH:28][CH:29]=[C:30]([O:35][C@H:36]5[CH2:40][CH2:39][N:38]([CH:41]([CH3:42])[CH3:43])[CH2:37]5)[CH:31]=4)[N:26]=[CH:25]3)[CH:18]=2)[CH2:13][CH2:14]1. (6) Given the reactants OC(C(F)(F)F)=O.[OH:8][C@H:9]1[C@H:14]([N:15]2[CH2:19][CH2:18][O:17][C:16]2=[O:20])[CH2:13][CH2:12][NH:11][CH2:10]1.[Cl:21][C:22]1[N:26]2[CH:27]=[C:28]([CH:35]3[CH2:37][CH2:36]3)[CH:29]=[C:30]([C:31]([F:34])([F:33])[F:32])[C:25]2=[N:24][C:23]=1[C:38](O)=[O:39].CCN(C(C)C)C(C)C.CN(C(ON1N=NC2C=CC=NC1=2)=[N+](C)C)C.F[P-](F)(F)(F)(F)F, predict the reaction product. The product is: [Cl:21][C:22]1[N:26]2[CH:27]=[C:28]([CH:35]3[CH2:37][CH2:36]3)[CH:29]=[C:30]([C:31]([F:33])([F:32])[F:34])[C:25]2=[N:24][C:23]=1[C:38]([N:11]1[CH2:12][CH2:13][C@@H:14]([N:15]2[CH2:19][CH2:18][O:17][C:16]2=[O:20])[C@H:9]([OH:8])[CH2:10]1)=[O:39]. (7) Given the reactants [NH2:1][C:2]1[CH:10]=[CH:9][CH:8]=[CH:7][C:3]=1[C:4]([NH2:6])=[O:5].[CH3:11][N:12]([CH3:19])[CH2:13][CH2:14][CH2:15][C:16](Cl)=O, predict the reaction product. The product is: [CH3:11][N:12]([CH3:19])[CH2:13][CH2:14][CH2:15][C:16]1[NH:6][C:4](=[O:5])[C:3]2[C:2](=[CH:10][CH:9]=[CH:8][CH:7]=2)[N:1]=1.